This data is from Catalyst prediction with 721,799 reactions and 888 catalyst types from USPTO. The task is: Predict which catalyst facilitates the given reaction. Reactant: [NH:1]1[CH:5]=[N:4][CH:3]=[N:2]1.C(=O)([O-])[O-].[K+].[K+].CC(C)([O-])C.[K+].[Cl:18][C:19]1([C:22]2([CH2:25][CH2:26][CH:27]3[CH2:29][C:28]3([Cl:31])[Cl:30])[CH2:24][O:23]2)[CH2:21][CH2:20]1. Product: [Cl:18][C:19]1([C:22]([OH:23])([CH2:25][CH2:26][CH:27]2[CH2:29][C:28]2([Cl:31])[Cl:30])[CH2:24][N:1]2[CH:5]=[N:4][CH:3]=[N:2]2)[CH2:20][CH2:21]1. The catalyst class is: 3.